From a dataset of Forward reaction prediction with 1.9M reactions from USPTO patents (1976-2016). Predict the product of the given reaction. (1) Given the reactants [F:1][C:2]1[CH:3]=[C:4]([SH:9])[CH:5]=[CH:6][C:7]=1[F:8].Br[CH2:11][C:12]1[CH:17]=[CH:16][C:15]([Cl:18])=[CH:14][CH:13]=1.C(=O)([O-])[O-:20].[K+].[K+].[OH2:25], predict the reaction product. The product is: [Cl:18][C:15]1[CH:16]=[CH:17][C:12]([CH2:11][S:9]([C:4]2[CH:5]=[CH:6][C:7]([F:8])=[C:2]([F:1])[CH:3]=2)(=[O:20])=[O:25])=[CH:13][CH:14]=1. (2) The product is: [C:1]12([NH:11][C:12]([C:14]3[N:15]=[C:16]([C:26]4[CH:25]=[N:24][CH:29]=[CH:28][CH:27]=4)[N:17]4[CH:22]=[CH:21][CH:20]=[CH:19][C:18]=34)=[O:13])[CH2:10][CH:5]3[CH2:6][CH:7]([CH2:9][CH:3]([CH2:4]3)[CH2:2]1)[CH2:8]2. Given the reactants [C:1]12([NH:11][C:12]([C:14]3[N:15]=[C:16](Br)[N:17]4[CH:22]=[CH:21][CH:20]=[CH:19][C:18]=34)=[O:13])[CH2:10][CH:5]3[CH2:6][CH:7]([CH2:9][CH:3]([CH2:4]3)[CH2:2]1)[CH2:8]2.[N:24]1[CH:29]=[CH:28][CH:27]=[C:26](B(O)O)[CH:25]=1.C([O-])([O-])=O.[Na+].[Na+], predict the reaction product. (3) Given the reactants [CH:1]1([C:4]2[C:12]3[C:8](=[CH:9][N:10]([CH3:13])[N:11]=3)[CH:7]=[C:6]([N+:14]([O-])=O)[CH:5]=2)[CH2:3][CH2:2]1, predict the reaction product. The product is: [CH:1]1([C:4]2[C:12]3[C:8](=[CH:9][N:10]([CH3:13])[N:11]=3)[CH:7]=[C:6]([NH2:14])[CH:5]=2)[CH2:3][CH2:2]1. (4) Given the reactants [CH3:1][NH:2][CH:3]1[C:11]2[C:10]([OH:12])=[CH:9][CH:8]=[CH:7][C:6]=2[CH2:5][CH2:4]1.[CH2:13](Br)[C:14]#[CH:15], predict the reaction product. The product is: [CH3:1][N:2]([CH2:15][C:14]#[CH:13])[CH:3]1[C:11]2[C:10]([OH:12])=[CH:9][CH:8]=[CH:7][C:6]=2[CH2:5][CH2:4]1. (5) Given the reactants [Cl:1][C:2]1[CH:3]=[C:4]([NH2:10])[C:5]([NH2:9])=[CH:6][C:7]=1[Cl:8].[F:11][C:12]([F:20])([C:16]([F:19])([F:18])[F:17])[C:13](O)=O.Cl.C(=O)(O)[O-].[Na+], predict the reaction product. The product is: [Cl:1][C:2]1[C:7]([Cl:8])=[CH:6][C:5]2[NH:9][C:13]([C:12]([F:20])([F:11])[C:16]([F:19])([F:18])[F:17])=[N:10][C:4]=2[CH:3]=1. (6) Given the reactants C(OC([NH:8][C@H:9]([C:14]([N:16]([CH3:29])[C@@H:17]([CH:26]([CH3:28])[CH3:27])/[CH:18]=[C:19](\[CH3:25])/[C:20]([O:22][CH2:23][CH3:24])=[O:21])=[O:15])[C@H:10]([CH3:13])[O:11][CH3:12])=O)(C)(C)C.Cl.O1CCOCC1, predict the reaction product. The product is: [CH3:25]/[C:19](=[CH:18]\[C@@H:17]([N:16]([CH3:29])[C:14](=[O:15])[C@H:9]([C@H:10]([CH3:13])[O:11][CH3:12])[NH2:8])[CH:26]([CH3:28])[CH3:27])/[C:20]([O:22][CH2:23][CH3:24])=[O:21]. (7) Given the reactants [CH3:1][O:2][C:3]1[CH:4]=[C:5]([CH:23]=[CH:24][C:25]=1[O:26][CH3:27])[C:6]([NH:8][C:9]1[CH:14]=[CH:13][C:12]([C:15]2([C:20]([OH:22])=O)[CH2:19][CH2:18][CH2:17][CH2:16]2)=[CH:11][CH:10]=1)=[O:7].C1C=CC2N(O)N=NC=2C=1.C(Cl)CCl.[CH3:42][O:43][CH2:44][CH2:45][NH:46][CH3:47], predict the reaction product. The product is: [CH3:1][O:2][C:3]1[CH:4]=[C:5]([CH:23]=[CH:24][C:25]=1[O:26][CH3:27])[C:6]([NH:8][C:9]1[CH:14]=[CH:13][C:12]([C:15]2([C:20](=[O:22])[N:46]([CH2:45][CH2:44][O:43][CH3:42])[CH3:47])[CH2:16][CH2:17][CH2:18][CH2:19]2)=[CH:11][CH:10]=1)=[O:7]. (8) The product is: [CH3:5][C:6]1[CH:7]=[CH:2][C:3]([N+:9]([O-:11])=[O:10])=[C:24]([CH:25]=[CH2:26])[CH:23]=1. Given the reactants Cl[C:2]1[CH:7]=[CH:6][C:5](C)=C[C:3]=1[N+:9]([O-:11])=[O:10].[CH2:23]([Sn]([CH2:23][CH2:24][CH2:25][CH3:26])([CH2:23][CH2:24][CH2:25][CH3:26])C=C)[CH2:24][CH2:25][CH3:26], predict the reaction product. (9) Given the reactants [CH3:1][C:2]1[N:6]([CH2:7][C:8]([N:10]2[CH2:15][CH2:14][CH:13]([C:16]3[S:17][CH:18]=[C:19]([C:21]#[C:22][C:23]4[C:32]5[C:27](=[CH:28][CH:29]=[CH:30][CH:31]=5)[CH:26]=[CH:25][CH:24]=4)[N:20]=3)[CH2:12][CH2:11]2)=[O:9])[N:5]=[C:4]([C:33]([F:36])([F:35])[F:34])[CH:3]=1, predict the reaction product. The product is: [CH3:1][C:2]1[N:6]([CH2:7][C:8]([N:10]2[CH2:11][CH2:12][CH:13]([C:16]3[S:17][CH:18]=[C:19]([CH2:21][CH2:22][C:23]4[C:32]5[C:27](=[CH:28][CH:29]=[CH:30][CH:31]=5)[CH:26]=[CH:25][CH:24]=4)[N:20]=3)[CH2:14][CH2:15]2)=[O:9])[N:5]=[C:4]([C:33]([F:36])([F:34])[F:35])[CH:3]=1.